Dataset: Reaction yield outcomes from USPTO patents with 853,638 reactions. Task: Predict the reaction yield, written as a fraction of the theoretical maximum amount of product (1.0 means a 100% yield; for example, 0.34 means a 34% yield). The reactants are [C:1]([N:4]1[CH2:9][CH2:8][NH:7][CH2:6][CH2:5]1)(=[O:3])[CH3:2].Br[CH2:11][CH2:12][CH2:13][Cl:14].C(=O)([O-])[O-:16].[K+].[K+]. The catalyst is C(#N)C. The product is [C:1]([N:4]1[CH2:9][CH2:8][N:7]([O:16][CH2:11][CH2:12][CH2:13][Cl:14])[CH2:6][CH2:5]1)(=[O:3])[CH3:2]. The yield is 0.410.